From a dataset of Reaction yield outcomes from USPTO patents with 853,638 reactions. Predict the reaction yield, written as a fraction of the theoretical maximum amount of product (1.0 means a 100% yield; for example, 0.34 means a 34% yield). The reactants are Cl[C:2]1[N:3]=[C:4]([OH:12])[C:5]2[CH:11]=[CH:10][N:9]=[CH:8][C:6]=2[N:7]=1.[CH3:13][CH2:14][O-:15].[Na+]. The catalyst is C(O)C. The product is [CH2:14]([O:15][C:2]1[N:3]=[C:4]([OH:12])[C:5]2[CH:11]=[CH:10][N:9]=[CH:8][C:6]=2[N:7]=1)[CH3:13]. The yield is 0.440.